The task is: Predict the reactants needed to synthesize the given product.. This data is from Full USPTO retrosynthesis dataset with 1.9M reactions from patents (1976-2016). (1) Given the product [CH2:24]([N:19]1[C:20]2[C@@:15]([CH3:27])([C@H:14]3[CH2:13][CH2:12][C@@:11]4([CH3:28])[C@@H:10]([CH2:9][CH:8]=[C:7]4[C:34]4[CH:35]=[CH:36][N:31]=[CH:32][CH:33]=4)[C@@H:23]3[CH2:22][CH:21]=2)[CH2:16][CH2:17][C:18]1=[O:26])[CH3:25], predict the reactants needed to synthesize it. The reactants are: FC(F)(F)S(O[C:7]1[C@@:11]2([CH3:28])[CH2:12][CH2:13][C@H:14]3[C@H:23]([C@@H:10]2[CH2:9][CH:8]=1)[CH2:22][CH:21]=[C:20]1[C@:15]3([CH3:27])[CH2:16][CH2:17][C:18](=[O:26])[N:19]1[CH2:24][CH3:25])(=O)=O.[N:31]1[CH:36]=[CH:35][C:34](B(O)O)=[CH:33][CH:32]=1.O. (2) Given the product [CH2:1]([O:8][C:9]1[CH:17]=[CH:16][C:12]([C:13]([NH:48][S:45]([C:35]2[CH:40]=[CH:39][CH:38]=[CH:37][C:36]=2[S:41](=[O:43])(=[O:42])[NH2:44])(=[O:47])=[O:46])=[O:15])=[CH:11][C:10]=1[O:18][CH2:19][CH:20]1[CH2:22][CH2:21]1)[C:2]1[CH:3]=[CH:4][CH:5]=[CH:6][CH:7]=1, predict the reactants needed to synthesize it. The reactants are: [CH2:1]([O:8][C:9]1[CH:17]=[CH:16][C:12]([C:13]([OH:15])=O)=[CH:11][C:10]=1[O:18][CH2:19][CH:20]1[CH2:22][CH2:21]1)[C:2]1[CH:7]=[CH:6][CH:5]=[CH:4][CH:3]=1.Cl.CN(C)CCCN=C=NCC.[C:35]1([S:45]([NH2:48])(=[O:47])=[O:46])[C:36]([S:41]([NH2:44])(=[O:43])=[O:42])=[CH:37][CH:38]=[CH:39][CH:40]=1. (3) Given the product [NH2:1][C:2](=[S:36])[CH2:3][C@H:4]1[C@H:10]([C:11]2[CH:16]=[CH:15][C:14]([Cl:17])=[C:13]([Cl:18])[CH:12]=2)[O:9][CH2:8][CH2:7][N:6]([C:19]([O:21][C:22]([CH3:25])([CH3:24])[CH3:23])=[O:20])[CH2:5]1, predict the reactants needed to synthesize it. The reactants are: [NH2:1][C:2](=O)[CH2:3][C@H:4]1[C@H:10]([C:11]2[CH:16]=[CH:15][C:14]([Cl:17])=[C:13]([Cl:18])[CH:12]=2)[O:9][CH2:8][CH2:7][N:6]([C:19]([O:21][C:22]([CH3:25])([CH3:24])[CH3:23])=[O:20])[CH2:5]1.COC1C=CC(P2(SP(C3C=CC(OC)=CC=3)(=S)S2)=[S:36])=CC=1.C(=O)([O-])O.[Na+]. (4) Given the product [CH2:2]([N:9]1[CH2:14][CH2:13][CH:12]([CH:39]([C:38]2[CH:48]=[CH:49][C:35]([F:34])=[CH:36][CH:37]=2)[C:40]2[CH:41]=[CH:42][C:43]([F:46])=[CH:44][CH:45]=2)[C:11](=[O:15])[CH2:10]1)[C:3]1[CH:4]=[CH:5][CH:6]=[CH:7][CH:8]=1, predict the reactants needed to synthesize it. The reactants are: Cl.[CH2:2]([N:9]1[CH2:14][CH2:13][CH2:12][C:11](=[O:15])[CH2:10]1)[C:3]1[CH:8]=[CH:7][CH:6]=[CH:5][CH:4]=1.C(=O)([O-])[O-].[K+].[K+].O([Si](C)(C)C)S(C(F)(F)F)(=O)=O.[F:34][C:35]1[CH:49]=[CH:48][C:38]([CH:39](O)[C:40]2[CH:45]=[CH:44][C:43]([F:46])=[CH:42][CH:41]=2)=[CH:37][CH:36]=1.C([O-])(=O)C.[Na+].C(=O)([O-])O.[Na+]. (5) Given the product [CH3:26][C:2]1([CH3:1])[CH2:6][C:5]2[C:7]([C:28]3[CH:37]=[CH:36][C:31]([C:32]([O:34][CH3:35])=[O:33])=[CH:30][CH:29]=3)=[CH:8][CH:9]=[C:10]([O:11][CH3:12])[C:4]=2[O:3]1, predict the reactants needed to synthesize it. The reactants are: [CH3:1][C:2]1([CH3:26])[CH2:6][C:5]2[C:7]([Sn](CCCC)(CCCC)CCCC)=[CH:8][CH:9]=[C:10]([O:11][CH3:12])[C:4]=2[O:3]1.Br[C:28]1[CH:37]=[CH:36][C:31]([C:32]([O:34][CH3:35])=[O:33])=[CH:30][CH:29]=1.C(=O)([O-])[O-].[Na+].[Na+].O. (6) The reactants are: [CH:1]1([C:5]2[N:6]=[C:7]([CH2:10][CH2:11][C:12]3[CH:40]=[CH:39][N:15]4[C:16](=[O:38])[C:17](/[CH:29]=[CH:30]/[C:31]([O:33][C:34]([CH3:37])([CH3:36])[CH3:35])=[O:32])=[C:18]([N:20]5[CH2:25][CH2:24][CH2:23][CH:22]([O:26]C=O)[CH2:21]5)[N:19]=[C:14]4[CH:13]=3)[S:8][CH:9]=2)[CH2:4][CH2:3][CH2:2]1.C[O-].[Na+].C(Cl)(Cl)Cl. Given the product [CH:1]1([C:5]2[N:6]=[C:7]([CH2:10][CH2:11][C:12]3[CH:40]=[CH:39][N:15]4[C:16](=[O:38])[C:17](/[CH:29]=[CH:30]/[C:31]([O:33][C:34]([CH3:37])([CH3:35])[CH3:36])=[O:32])=[C:18]([N:20]5[CH2:25][CH2:24][CH2:23][CH:22]([OH:26])[CH2:21]5)[N:19]=[C:14]4[CH:13]=3)[S:8][CH:9]=2)[CH2:4][CH2:3][CH2:2]1, predict the reactants needed to synthesize it. (7) Given the product [ClH:2].[Cl:2][C:3]1[CH:13]=[C:12]([OH:14])[C:11]([O:18][CH3:19])=[CH:10][C:4]=1[CH2:5][NH2:6], predict the reactants needed to synthesize it. The reactants are: Cl.[Cl:2][C:3]1[CH:13]=[C:12]([O:14]C(=O)C)[C:11]([O:18][CH3:19])=[CH:10][C:4]=1[CH2:5][NH:6]C(=O)C.